From a dataset of Full USPTO retrosynthesis dataset with 1.9M reactions from patents (1976-2016). Predict the reactants needed to synthesize the given product. (1) Given the product [Br:1][C:2]1[CH:7]=[CH:6][C:5]([CH:8]([CH2:20][CH2:21][CH2:22][CH3:23])[CH2:9]/[C:10](/[C:12]2[CH:13]=[CH:14][C:15](=[O:19])[N:16]([CH3:18])[CH:17]=2)=[N:25]\[OH:26])=[CH:4][CH:3]=1, predict the reactants needed to synthesize it. The reactants are: [Br:1][C:2]1[CH:7]=[CH:6][C:5]([CH:8]([CH2:20][CH2:21][CH2:22][CH3:23])[CH2:9][C:10]([C:12]2[CH:13]=[CH:14][C:15](=[O:19])[N:16]([CH3:18])[CH:17]=2)=O)=[CH:4][CH:3]=1.Cl.[NH2:25][OH:26].C([O-])(O)=O.[Na+]. (2) Given the product [N:1]1([C:11]2[CH:19]=[CH:18][CH:17]=[CH:16][C:12]=2[C:13]([OH:15])=[O:14])[C:9]2[C:4](=[CH:5][CH:6]=[CH:7][CH:8]=2)[CH2:3][CH2:2]1, predict the reactants needed to synthesize it. The reactants are: [NH:1]1[C:9]2[C:4](=[CH:5][CH:6]=[CH:7][CH:8]=2)[CH2:3][CH2:2]1.F[C:11]1[CH:19]=[CH:18][CH:17]=[CH:16][C:12]=1[C:13]([OH:15])=[O:14].[NH2-].[Li+]. (3) Given the product [CH2:20]([S:27]([NH:30][C:31]1[C:32](=[O:42])[N:33]([CH2:38][CH2:39][CH2:40][Br:44])[C:34]([CH3:37])=[CH:35][CH:36]=1)(=[O:29])=[O:28])[C:21]1[CH:26]=[CH:25][CH:24]=[CH:23][CH:22]=1, predict the reactants needed to synthesize it. The reactants are: C1(P(C2C=CC=CC=2)C2C=CC=CC=2)C=CC=CC=1.[CH2:20]([S:27]([NH:30][C:31]1[C:32](=[O:42])[N:33]([CH2:38][CH2:39][CH2:40]O)[C:34]([CH3:37])=[CH:35][CH:36]=1)(=[O:29])=[O:28])[C:21]1[CH:26]=[CH:25][CH:24]=[CH:23][CH:22]=1.C(Br)(Br)(Br)[Br:44]. (4) Given the product [Cl:39][C:35]1[N:34]=[CH:33][N:32]=[C:31]([NH2:30])[C:36]=1[CH:37]=[CH:2][O:3][CH3:4], predict the reactants needed to synthesize it. The reactants are: [Cl-].[CH3:2][O:3][CH2:4][P+](C1C=CC=CC=1)(C1C=CC=CC=1)C1C=CC=CC=1.CC(C)([O-])C.[K+].[NH2:30][C:31]1[C:36]([CH:37]=O)=[C:35]([Cl:39])[N:34]=[CH:33][N:32]=1. (5) Given the product [CH2:1]([O:2][C:3](=[O:15])[C@H:4]([CH3:14])[NH:5][C:6]1[CH:11]=[CH:10][C:9]([Cl:12])=[C:8]([Cl:13])[CH:7]=1)[CH:16]=[CH2:17], predict the reactants needed to synthesize it. The reactants are: [CH3:1][O:2][C:3](=[O:15])[C@H:4]([CH3:14])[NH:5][C:6]1[CH:11]=[CH:10][C:9]([Cl:12])=[C:8]([Cl:13])[CH:7]=1.[CH2:16](O)[CH:17]=C. (6) Given the product [F:7][CH2:6][CH:5]([OH:8])[CH2:4][N:1]1[CH:11]=[C:10]([CH2:9][N:12]2[CH:16]=[CH:15][N:14]=[C:13]2[N+:17]([O-:19])=[O:18])[N:3]=[N:2]1, predict the reactants needed to synthesize it. The reactants are: [N:1]([CH2:4][CH:5]([OH:8])[CH2:6][F:7])=[N+:2]=[N-:3].[C:9]([N:12]1[CH:16]=[CH:15][N:14]=[C:13]1[N+:17]([O-:19])=[O:18])#[C:10][CH3:11].C1COCC1.O=C1O[C@H]([C@H](CO)O)C([O-])=C1O.[Na+]. (7) Given the product [N:1]1[CH:6]=[CH:5][CH:4]=[CH:3][C:2]=1[C:7]1[CH:19]=[CH:18][C:10]2[S:11][C:12]([C:14]([OH:16])=[O:15])=[CH:13][C:9]=2[CH:8]=1, predict the reactants needed to synthesize it. The reactants are: [N:1]1[CH:6]=[CH:5][CH:4]=[CH:3][C:2]=1[C:7]1[CH:19]=[CH:18][C:10]2[S:11][C:12]([C:14]([O:16]C)=[O:15])=[CH:13][C:9]=2[CH:8]=1.O.[OH-].[Li+].O. (8) Given the product [Cl:1][C:2]1[CH:8]=[CH:7][C:5]([NH:6][CH2:4][CH2:3][CH2:2][CH2:8][CH2:7][CH2:17][C:18]23[CH:25]=[CH:24][CH:23]=[CH:22][CH:19]2[C:20]([NH:16][C:27]3=[O:30])=[O:21])=[CH:4][CH:3]=1, predict the reactants needed to synthesize it. The reactants are: [Cl:1][C:2]1[CH:8]=[CH:7][C:5]([NH2:6])=[CH:4][CH:3]=1.BrCCCCCC[N:16]1[C:20](=[O:21])[C:19]2=[CH:22][CH:23]=[CH:24][CH:25]=[C:18]2[C:17]1=O.[C:27]([O-:30])([O-])=O.[K+].[K+]. (9) Given the product [CH:10]1[C:11]2[CH:12]([N:14]3[CH:19]=[CH:18][CH:17]=[C:16]([C:20]([OH:22])=[O:21])[C:15]3=[O:24])[C:13]3[C:5](=[CH:4][CH:3]=[CH:2][CH:1]=3)[C:6]=2[CH:7]=[CH:8][CH:9]=1, predict the reactants needed to synthesize it. The reactants are: [CH:1]1[C:13]2[CH:12]([N:14]3[CH:19]=[CH:18][CH:17]=[C:16]([C:20]([O:22]C)=[O:21])[C:15]3=[O:24])[C:11]3[C:6](=[CH:7][CH:8]=[CH:9][CH:10]=3)[C:5]=2[CH:4]=[CH:3][CH:2]=1.[OH-].[Na+].